From a dataset of Full USPTO retrosynthesis dataset with 1.9M reactions from patents (1976-2016). Predict the reactants needed to synthesize the given product. Given the product [CH3:11][CH:12]([CH3:16])[CH2:13][CH2:14][O:2][C:1]1[CH:8]=[CH:7][CH:6]=[CH:5][C:3]=1[O:4][CH2:14][CH2:13][CH:12]([CH3:16])[CH3:11], predict the reactants needed to synthesize it. The reactants are: [C:1]1([C:3](=[CH:5][CH:6]=[CH:7][CH:8]=1)[OH:4])[OH:2].[OH-].[K+].[CH3:11][CH:12]([CH3:16])[CH2:13][CH2:14]Br.